Dataset: Experimentally validated miRNA-target interactions with 360,000+ pairs, plus equal number of negative samples. Task: Binary Classification. Given a miRNA mature sequence and a target amino acid sequence, predict their likelihood of interaction. (1) The miRNA is hsa-miR-655-3p with sequence AUAAUACAUGGUUAACCUCUUU. The protein sequence of the target gene is MALKQISSNKCFGGLQKVFEHDSVELNCKMKFAVYLPPKAETGKCPALYWLSGLTCTEQNFISKSGYHQSASEHGLVVIAPDTSPRGCNIKGEDESWDFGTGAGFYVDATEDPWKTNYRMYSYVTEELPQLINANFPVDPQRMSIFGHSMGGHGALICALKNPGKYKSVSAFAPICNPVLCPWGKKAFSGYLGTDQSKWKAYDATHLVKSYPGSQLDILIDQGKDDQFLLDGQLLPDNFIAACTEKKIPVVFRLQEGYDHSYYFIATFITDHIRHHAKYLNA. Result: 1 (interaction). (2) The miRNA is mmu-miR-27a-3p with sequence UUCACAGUGGCUAAGUUCCGC. The protein sequence of the target gene is MALFSVRKARECWRFIRALHKGPAATLAPQKESGERVFSGIQPTGILHLGNYLGAIESWVNLQEEYDTVIYSIVDLHSITVPQDPTVLQQSILDMTAVLLACGINPEKSILFQQSKVSEHTQLSWILTCMVRLPRLQHLHQWKAKAAKQKHDGTVGLLTYPVLQAADILCYKSTHVPVGEDQVQHMELVQDLARSFNQKYGEFFPLPKSILTSMKKVKSLRDPSSKMSKSDPDKLATVRITDSPEEIVQKFRKAVTDFTSEVTYEPDSRAGVSNMVAIHAAVSGLSVEEVVRSSAGLDTA.... Result: 1 (interaction). (3) The miRNA is hsa-miR-3660 with sequence ACUGACAGGAGAGCAUUUUGA. The protein sequence of the target gene is MPEAGFQATNAFTECKFTCTSGKCLYLGSLVCNQQNDCGDNSDEENCLLVTEHPPPGIFNSELEFAQIIIIVVVVTVMVVVIVCLLNHYKVSTRSFINRPNQSRRREDGLPQEGCLWPSDSAAPRLGASEIMHAPRSRDRFTAPSFIQRDRFSRFQPTYPYVQHEIDLPPTISLSDGEEPPPYQGPCTLQLRDPEQQMELNRESVRAPPNRTIFDSDLIDIAMYSGGPCPPSSNSGISASTCSSNGRMEGPPPTYSEVMGHHPGASFLHHQRSNAHRGSRLQFQQNNAESTIVPIKGKDR.... Result: 0 (no interaction). (4) The miRNA is hsa-miR-95-5p with sequence UCAAUAAAUGUCUGUUGAAUU. Result: 1 (interaction). The protein sequence of the target gene is MEPVGCCGECRGSSVDPRSTFVLSNLAEVVERVLTFLPAKALLRVACVCRLWRECVRRVLRTHRSVTWISAGLAEAGHLEGHCLVRVVAEELENVRILPHTVLYMADSETFISLEECRGHKRARKRTSMETALALEKLFPKQCQVLGIVTPGIVVTPMGSGSNRPQEIEIGESGFALLFPQIEGIKIQPFHFIKDPKNLTLERHQLTEVGLLDNPELRVVLVFGYNCCKVGASNYLQQVVSTFSDMNIILAGGQVDNLSSLTSEKNPLDIDASGVVGLSFSGHRIQSATVLLNEDVSDEK.... (5) The miRNA is hsa-miR-3126-3p with sequence CAUCUGGCAUCCGUCACACAGA. The protein sequence of the target gene is MSAAIAALAASYGSGSGSESDSDSESSRCPLPAADSLMHLTKSPSSKPSLAVAVDSAPEVAVKEDLETGVHLDPAVKEVQYNPTYETMFAPEFGPENPFRTQQMAAPRNMLSGYAEPAHINDFMFEQQRRTFATYGYALDPSLDNHQVSAKYIGSVEEAEKNQGLTVFETGQKKTEKRKKFKENDASNIDGFLGPWAKYVDEKDVAKPSEEEQKELDEITAKRQKKGKQEEEKPGEEKTILHVKEMYDYQGRSYLHIPQDVGVNLRSTMPPEKCYLPKKQIHVWSGHTKGVSAVRLFPLS.... Result: 0 (no interaction). (6) The miRNA is rno-miR-409a-3p with sequence AAUGUUGCUCGGUGAACCCC. The protein sequence of the target gene is MFSCFCFSLQDNSFSSTTVTECDEDPVSLHEDQTDCSSLRDENNKENYPDAGALVEEHAPPSWEPQQQNVEATVLVDSVLRPSMGNFKSRKPKSIFKAESGRSHGESQETEHVVSSQSECQVRAGTPAHESPQNNAFKCQETVRLQPRIDQRTAISPKDAFETRQDLNEEEAAQVHGVKDPAPASTQSVLADGTDSADPSPVHKDGQNEADSAPEDLHSVGTSRLLYHITDGDNPLLSPRCSIFSQSQRFNLDPESAPSPPSTQQFMMPRSSSRCSCGDGKEPQTITQLTKHIQSLKRKI.... Result: 0 (no interaction). (7) The protein sequence of the target gene is MDSAAAAFALDKPALGPGPPPPPPALGPGDCAQARKNFSVSHLLDLEEVAAAGRLAARPGARAEAREGAAREPSGGSSGSEAAPQDGECPSPGRGSAAKRKKKQRRNRTTFNSSQLQALERVFERTHYPDAFVREELARRVNLSEARVQVWFQNRRAKFRRNERAMLASRSASLLKSYSQEAAIEQPVAPRPTALSPDYLSWTASSPYSTVPPYSPGSSGPATPGVNMANSIASLRLKAKEFSLHHSQVPTVN. Result: 0 (no interaction). The miRNA is mmu-miR-186-5p with sequence CAAAGAAUUCUCCUUUUGGGCU. (8) The miRNA is hsa-miR-5093 with sequence AGGAAAUGAGGCUGGCUAGGAGC. The protein sequence of the target gene is MAAAAVSGALGRAGWRLLQLRCLPVARCRQALVPRAFHASAVGLRSSDEQKQQPPNSFSQQHSETQGAEKPDPESSHSPPRYTDQGGEEEEDYESEEQLQHRILTAALEFVPAHGWTAEAIAEGAQSLGLSSAAASMFGKDGSELILHFVTQCNTRLTRVLEEEQKLVQLGQAEKRKTDQFLRDAVETRLRMLIPYIEHWPRALSILMLPHNIPSSLSLLTSMVDDMWHYAGDQSTDFNWYTRRAMLAAIYNTTELVMMQDSSPDFEDTWRFLENRVNDAMNMGHTAKQVKSTGEALVQG.... Result: 0 (no interaction). (9) The miRNA is hsa-miR-520g-3p with sequence ACAAAGUGCUUCCCUUUAGAGUGU. The protein sequence of the target gene is MASGQFVNKLQEEVICPICLDILQKPVTIDCGHNFCLKCITQIGETSCGFFKCPLCKTSVRKNAIRFNSLLRNLVEKIQALQASEVQSKRKEATCPRHQEMFHYFCEDDGKFLCFVCRESKDHKSHNVSLIEEAAQNYQGQIQEQIQVLQQKEKETVQVKAQGVHRVDVFTDQVEHEKQRILTEFELLHQVLEEEKNFLLSRIYWLGHEGTEAGKHYVASTEPQLNDLKKLVDSLKTKQNMPPRQLLEDIKVVLCRSEEFQFLNPTPVPLELEKKLSEAKSRHDSITGSLKKFKDQLQAD.... Result: 1 (interaction).